This data is from Reaction yield outcomes from USPTO patents with 853,638 reactions. The task is: Predict the reaction yield, written as a fraction of the theoretical maximum amount of product (1.0 means a 100% yield; for example, 0.34 means a 34% yield). (1) The reactants are [CH3:1][C:2]1([CH3:14])[C:6]([CH3:8])([CH3:7])[O:5][B:4]([C:9]2[CH:10]=[N:11][NH:12][CH:13]=2)[O:3]1.C(OCN1C2N=CN=C(C3C=NN([CH:37]([O:39][CH2:40][CH3:41])[CH3:38])C=3)C=2C=C1)(=O)C(C)(C)C.Cl.C([O-])(O)=O.[Na+]. The catalyst is O1CCOCC1.C1(C)C=CC=CC=1. The product is [CH2:37]([O:39][CH2:40][CH2:41][N:12]1[CH:13]=[C:9]([B:4]2[O:5][C:6]([CH3:7])([CH3:8])[C:2]([CH3:14])([CH3:1])[O:3]2)[CH:10]=[N:11]1)[CH3:38]. The yield is 0.973. (2) The reactants are [S:1]1[C:5]2[CH:6]=[CH:7][CH:8]=[CH:9][C:4]=2[N:3]=[C:2]1[NH2:10].[Br:11][CH2:12][CH2:13][CH2:14][O:15][CH3:16]. No catalyst specified. The product is [BrH:11].[CH3:16][O:15][CH2:14][CH2:13][CH2:12][N:3]1[C:4]2[CH:9]=[CH:8][CH:7]=[CH:6][C:5]=2[S:1][C:2]1=[NH:10]. The yield is 0.890. (3) The reactants are F[C:2]1[N:7]=[CH:6][C:5]([C:8]2[N:12]3[CH:13]=[CH:14][CH:15]=[CH:16][C:11]3=[N:10][C:9]=2[C:17]([O:19][CH2:20][CH3:21])=[O:18])=[CH:4][CH:3]=1.[CH3:22][N:23]([CH3:29])[CH:24]1[CH2:28][CH2:27][NH:26][CH2:25]1. The catalyst is O1CCOCC1. The product is [CH3:22][N:23]([CH3:29])[CH:24]1[CH2:28][CH2:27][N:26]([C:2]2[N:7]=[CH:6][C:5]([C:8]3[N:12]4[CH:13]=[CH:14][CH:15]=[CH:16][C:11]4=[N:10][C:9]=3[C:17]([O:19][CH2:20][CH3:21])=[O:18])=[CH:4][CH:3]=2)[CH2:25]1. The yield is 0.660. (4) The reactants are FC(F)(F)S(O[C:7]1[CH:16]=[CH:15][C:14]2[CH2:13][CH2:12][CH:11]([NH:17][C:18]([O:20][C:21]([CH3:24])([CH3:23])[CH3:22])=[O:19])[CH2:10][C:9]=2[CH:8]=1)(=O)=O.C(N(CC)CC)C.[CH3:34][OH:35].C1(P(C2C=CC=CC=2)CCCP(C2C=CC=CC=2)C2C=CC=CC=2)C=CC=CC=1.CN([CH:68]=[O:69])C. The catalyst is C([O-])(=O)C.[Pd+2].C([O-])(=O)C. The product is [C:21]([O:20][C:18]([NH:17][CH:11]1[CH2:10][C:9]2[CH:8]=[C:7]([C:34]([O:69][CH3:68])=[O:35])[CH:16]=[CH:15][C:14]=2[CH2:13][CH2:12]1)=[O:19])([CH3:24])([CH3:23])[CH3:22]. The yield is 0.550. (5) The reactants are Cl[C:2]1[N:7]=[C:6]([C:8]2[N:12]3[CH:13]=[CH:14][CH:15]=[CH:16][C:11]3=[N:10][C:9]=2[C:17]2[CH:18]=[CH:19][C:20]([O:34][CH2:35][CH3:36])=[C:21]([CH:33]=2)[C:22]([NH:24][C:25]2[C:30]([F:31])=[CH:29][CH:28]=[CH:27][C:26]=2[F:32])=[O:23])[CH:5]=[CH:4][N:3]=1.[CH2:37]([O:39][C:40]1[CH:46]=[C:45]([N:47]2[CH2:52][CH2:51][N:50]([CH2:53][CH2:54][CH3:55])[CH2:49][CH2:48]2)[CH:44]=[CH:43][C:41]=1[NH2:42])[CH3:38].C1(C)C=CC(S(O)(=O)=O)=CC=1.C[O-].[Na+]. The catalyst is CC(O)C. The product is [F:32][C:26]1[CH:27]=[CH:28][CH:29]=[C:30]([F:31])[C:25]=1[NH:24][C:22](=[O:23])[C:21]1[CH:33]=[C:17]([C:9]2[N:10]=[C:11]3[CH:16]=[CH:15][CH:14]=[CH:13][N:12]3[C:8]=2[C:6]2[CH:5]=[CH:4][N:3]=[C:2]([NH:42][C:41]3[CH:43]=[CH:44][C:45]([N:47]4[CH2:52][CH2:51][N:50]([CH2:53][CH2:54][CH3:55])[CH2:49][CH2:48]4)=[CH:46][C:40]=3[O:39][CH2:37][CH3:38])[N:7]=2)[CH:18]=[CH:19][C:20]=1[O:34][CH2:35][CH3:36]. The yield is 0.520. (6) The reactants are [Cl:1][C:2]1[N:11]=[C:10](Cl)[C:9]2[C:4](=[C:5]3[CH:15]=[CH:14][N:13]([CH3:16])[C:6]3=[CH:7][CH:8]=2)[N:3]=1.[NH:17]1[CH2:22][CH2:21][O:20][CH2:19][CH2:18]1.C(N(CC)CC)C. The catalyst is C(Cl)(Cl)Cl. The product is [CH3:16][N:13]1[C:6]2=[CH:7][CH:8]=[C:9]3[C:4]([N:3]=[C:2]([Cl:1])[N:11]=[C:10]3[N:17]3[CH2:22][CH2:21][O:20][CH2:19][CH2:18]3)=[C:5]2[CH:15]=[CH:14]1. The yield is 0.960.